The task is: Predict the product of the given reaction.. This data is from Forward reaction prediction with 1.9M reactions from USPTO patents (1976-2016). (1) Given the reactants [CH3:1][O:2][C:3]([C:5]1[CH:14]=[C:13]([CH2:15][CH2:16][CH2:17][NH:18]C(OC(C)(C)C)=O)[C:12]2[C:7](=[C:8]([O:26][CH2:27][C:28]3[CH:33]=[CH:32][CH:31]=[CH:30][CH:29]=3)[CH:9]=[CH:10][CH:11]=2)[N:6]=1)=[O:4].FC(F)(F)C(O)=O, predict the reaction product. The product is: [CH3:1][O:2][C:3]([C:5]1[CH:14]=[C:13]([CH2:15][CH2:16][CH2:17][NH2:18])[C:12]2[C:7](=[C:8]([O:26][CH2:27][C:28]3[CH:33]=[CH:32][CH:31]=[CH:30][CH:29]=3)[CH:9]=[CH:10][CH:11]=2)[N:6]=1)=[O:4]. (2) Given the reactants [OH:1][C:2]1[CH:3]=[C:4]([C:8]2([C:25]3[CH:30]=[CH:29][N:28]=[C:27]([C:31]([F:34])([F:33])[F:32])[CH:26]=3)[C:16]3[C:11](=[N:12][CH:13]=[CH:14][CH:15]=3)[C:10]([NH:17]C(=O)OC(C)(C)C)=[N:9]2)[CH:5]=[CH:6][CH:7]=1.[F:35][CH2:36][CH2:37][CH2:38]O, predict the reaction product. The product is: [F:35][CH2:36][CH2:37][CH2:38][O:1][C:2]1[CH:3]=[C:4]([C:8]2([C:25]3[CH:30]=[CH:29][N:28]=[C:27]([C:31]([F:34])([F:33])[F:32])[CH:26]=3)[C:16]3[C:11](=[N:12][CH:13]=[CH:14][CH:15]=3)[C:10]([NH2:17])=[N:9]2)[CH:5]=[CH:6][CH:7]=1. (3) Given the reactants [F:1][C:2]1[CH:7]=[CH:6][CH:5]=[C:4]([F:8])[C:3]=1[N:9]1[C:17]2[CH:16]=[CH:15][NH:14][C:13](=[O:18])[C:12]=2[C:11]([C:19]2[CH:20]=[C:21]([C:24]([O:26]C)=[O:25])[S:22][CH:23]=2)=[N:10]1.C1COCC1.[OH-].[Na+], predict the reaction product. The product is: [F:8][C:4]1[CH:5]=[CH:6][CH:7]=[C:2]([F:1])[C:3]=1[N:9]1[C:17]2[CH:16]=[CH:15][NH:14][C:13](=[O:18])[C:12]=2[C:11]([C:19]2[CH:20]=[C:21]([C:24]([OH:26])=[O:25])[S:22][CH:23]=2)=[N:10]1. (4) Given the reactants [CH3:1][O:2][C:3]1[CH:4]=[C:5]([CH:7]=[CH:8][C:9]=1[S:10]([CH2:13][CH2:14][CH2:15][N:16]1[CH2:21][CH2:20][O:19][CH2:18][CH2:17]1)(=[O:12])=[O:11])[NH2:6].[C:22]([C:26]1[CH:27]=[C:28]([NH:39][C:40]([NH:42][C:43]2[C:52]3[C:47](=[CH:48][CH:49]=[CH:50][CH:51]=3)[C:46]([O:53][C:54]3[CH:59]=[CH:58][N:57]=[C:56](Cl)[CH:55]=3)=[CH:45][CH:44]=2)=[O:41])[C:29]([O:37][CH3:38])=[C:30]([NH:32][S:33]([CH3:36])(=[O:35])=[O:34])[CH:31]=1)([CH3:25])([CH3:24])[CH3:23].C([O-])([O-])=O.[K+].[K+].CC(C1C=C(C(C)C)C(C2C(P(C3CCCCC3)C3CCCCC3)=C(OC)C=CC=2OC)=C(C(C)C)C=1)C, predict the reaction product. The product is: [C:22]([C:26]1[CH:27]=[C:28]([NH:39][C:40]([NH:42][C:43]2[C:52]3[C:47](=[CH:48][CH:49]=[CH:50][CH:51]=3)[C:46]([O:53][C:54]3[CH:59]=[CH:58][N:57]=[C:56]([NH:6][C:5]4[CH:7]=[CH:8][C:9]([S:10]([CH2:13][CH2:14][CH2:15][N:16]5[CH2:17][CH2:18][O:19][CH2:20][CH2:21]5)(=[O:12])=[O:11])=[C:3]([O:2][CH3:1])[CH:4]=4)[CH:55]=3)=[CH:45][CH:44]=2)=[O:41])[C:29]([O:37][CH3:38])=[C:30]([NH:32][S:33]([CH3:36])(=[O:34])=[O:35])[CH:31]=1)([CH3:25])([CH3:23])[CH3:24]. (5) Given the reactants CNC1N=C(C2C=CC=CN=2)C=C(C2C=NC=C(C3C=CC(C(N4CCN(C)CC4)=O)=CC=3)C=2)C=1.Br[C:37]1[CH:38]=[C:39]([C:43]2[CH:48]=[C:47]([N:49]3[CH2:53][CH2:52][CH2:51][CH2:50]3)[N:46]=[C:45]([C:54]3[CH:59]=[CH:58][CH:57]=[CH:56][N:55]=3)[CH:44]=2)[CH:40]=[N:41][CH:42]=1.[CH:60]([N:63]1[CH2:68][CH2:67][N:66]([CH2:69][C:70]2[CH:75]=[CH:74][C:73](B(O)O)=[CH:72][CH:71]=2)[CH2:65][CH2:64]1)([CH3:62])[CH3:61], predict the reaction product. The product is: [CH:60]([N:63]1[CH2:64][CH2:65][N:66]([CH2:69][C:70]2[CH:75]=[CH:74][C:73]([C:37]3[CH:38]=[C:39]([C:43]4[CH:48]=[C:47]([N:49]5[CH2:53][CH2:52][CH2:51][CH2:50]5)[N:46]=[C:45]([C:54]5[CH:59]=[CH:58][CH:57]=[CH:56][N:55]=5)[CH:44]=4)[CH:40]=[N:41][CH:42]=3)=[CH:72][CH:71]=2)[CH2:67][CH2:68]1)([CH3:62])[CH3:61].